From a dataset of Reaction yield outcomes from USPTO patents with 853,638 reactions. Predict the reaction yield, written as a fraction of the theoretical maximum amount of product (1.0 means a 100% yield; for example, 0.34 means a 34% yield). (1) The reactants are [CH2:1]([NH:3][C:4]([C:6]1[CH:11]=[CH:10][C:9]([N:12]2[CH:16]=[C:15]([C:17]([O:19][CH2:20][CH3:21])=[O:18])[N:14]=[N:13]2)=[C:8]([OH:22])[CH:7]=1)=[O:5])[CH3:2].Br[CH2:24][CH2:25][CH2:26][C:27]1[CH:32]=[CH:31][CH:30]=[CH:29][CH:28]=1.C(=O)([O-])[O-].[K+].[K+].O. The catalyst is CN(C=O)C. The product is [CH2:1]([NH:3][C:4]([C:6]1[CH:11]=[CH:10][C:9]([N:12]2[CH:16]=[C:15]([C:17]([O:19][CH2:20][CH3:21])=[O:18])[N:14]=[N:13]2)=[C:8]([O:22][CH2:24][CH2:25][CH2:26][C:27]2[CH:32]=[CH:31][CH:30]=[CH:29][CH:28]=2)[CH:7]=1)=[O:5])[CH3:2]. The yield is 0.570. (2) The reactants are [CH3:1][C:2]1[CH:7]=[CH:6][C:5]([O:8][C:9]2[CH:14]=[CH:13][C:12]([N+:15]([O-])=O)=[CH:11][C:10]=2[CH3:18])=[CH:4][N:3]=1. The catalyst is [Pd].C(OCC)(=O)C.C(O)C. The product is [CH3:18][C:10]1[CH:11]=[C:12]([CH:13]=[CH:14][C:9]=1[O:8][C:5]1[CH:4]=[N:3][C:2]([CH3:1])=[CH:7][CH:6]=1)[NH2:15]. The yield is 0.980. (3) The reactants are Br[CH2:2][CH2:3][O:4][C:5]1[CH:20]=[CH:19][C:8]2[C:9]([C:12]3[CH:17]=[CH:16][C:15]([Br:18])=[CH:14][CH:13]=3)=[N:10][S:11][C:7]=2[CH:6]=1.[CH3:21][NH:22][CH3:23].C([O-])(O)=O.[Na+]. The catalyst is CC(N(C)C)=O.C(O)C.CCOCC. The product is [Br:18][C:15]1[CH:16]=[CH:17][C:12]([C:9]2[C:8]3[CH:19]=[CH:20][C:5]([O:4][CH2:3][CH2:2][N:22]([CH3:23])[CH3:21])=[CH:6][C:7]=3[S:11][N:10]=2)=[CH:13][CH:14]=1. The yield is 0.920.